Dataset: Forward reaction prediction with 1.9M reactions from USPTO patents (1976-2016). Task: Predict the product of the given reaction. (1) Given the reactants [CH:1]1([CH2:7][C@H:8]([CH2:12][C:13]([N:15]2[CH2:20][CH2:19][O:18][CH2:17][CH2:16]2)=[O:14])[C:9]([OH:11])=O)[CH2:6][CH2:5][CH2:4][CH2:3][CH2:2]1.C(Cl)CCl.O[N:26]1[C:30]2C=CC=CC=2N=N1.[NH2:35][C:36]1(C#N)[CH2:41][CH2:40][N:39]([CH3:42])[CH2:38][CH2:37]1, predict the reaction product. The product is: [C:30]([CH:38]1[CH2:37][CH:36]([NH:35][C:9](=[O:11])[CH:8]([CH2:7][CH:1]2[CH2:2][CH2:3][CH2:4][CH2:5][CH2:6]2)[CH2:12][C:13]([N:15]2[CH2:20][CH2:19][O:18][CH2:17][CH2:16]2)=[O:14])[CH2:41][CH2:40][N:39]1[CH3:42])#[N:26]. (2) Given the reactants Br[C:2]1[N:6]([CH:7]([CH3:9])[CH3:8])[C:5]2[CH:10]([C:22]3[CH:27]=[CH:26][C:25]([Cl:28])=[CH:24][CH:23]=3)[N:11]([C:14]3[CH:19]=[CH:18][C:17](=[O:20])[N:16]([CH3:21])[CH:15]=3)[C:12](=[O:13])[C:4]=2[N:3]=1.[CH3:29][N:30]1[C:34](B2OC(C)(C)C(C)(C)O2)=[CH:33][CH:32]=[N:31]1.C([O-])([O-])=O.[Cs+].[Cs+].C(Cl)Cl, predict the reaction product. The product is: [Cl:28][C:25]1[CH:26]=[CH:27][C:22]([CH:10]2[C:5]3[N:6]([CH:7]([CH3:9])[CH3:8])[C:2]([C:34]4[N:30]([CH3:29])[N:31]=[CH:32][CH:33]=4)=[N:3][C:4]=3[C:12](=[O:13])[N:11]2[C:14]2[CH:19]=[CH:18][C:17](=[O:20])[N:16]([CH3:21])[CH:15]=2)=[CH:23][CH:24]=1. (3) The product is: [ClH:15].[F:5][C:6]1[C:12]([F:13])=[CH:11][CH:10]=[CH:9][C:7]=1[NH:8][NH2:1]. Given the reactants [N:1]([O-])=O.[Na+].[F:5][C:6]1[C:12]([F:13])=[CH:11][CH:10]=[CH:9][C:7]=1[NH2:8].[Sn](Cl)[Cl:15], predict the reaction product. (4) Given the reactants [Cl:1][C:2]1[CH:3]=[N:4][CH:5]=[C:6]([Cl:9])[C:7]=1[CH3:8].C[O:11][C:12]([C:14]1[C:29]2[O:28][CH2:27][C:21]3([CH2:26][S:25][CH2:24][S:23][CH2:22]3)[CH2:20][O:19][C:18]=2[C:17]([O:30][CH3:31])=[CH:16][CH:15]=1)=O.[Li+].C[Si]([N-][Si](C)(C)C)(C)C, predict the reaction product. The product is: [Cl:1][C:2]1[CH:3]=[N:4][CH:5]=[C:6]([Cl:9])[C:7]=1[CH2:8][C:12]([C:14]1[C:29]2[O:28][CH2:27][C:21]3([CH2:26][S:25][CH2:24][S:23][CH2:22]3)[CH2:20][O:19][C:18]=2[C:17]([O:30][CH3:31])=[CH:16][CH:15]=1)=[O:11].